Regression. Given a peptide amino acid sequence and an MHC pseudo amino acid sequence, predict their binding affinity value. This is MHC class II binding data. From a dataset of Peptide-MHC class II binding affinity with 134,281 pairs from IEDB. (1) The peptide sequence is SDNLLMKNRLKELLN. The MHC is DRB1_0101 with pseudo-sequence DRB1_0101. The binding affinity (normalized) is 0.698. (2) The peptide sequence is GELEFEEFVSLASRF. The MHC is DRB4_0101 with pseudo-sequence DRB4_0103. The binding affinity (normalized) is 0.263.